From a dataset of Forward reaction prediction with 1.9M reactions from USPTO patents (1976-2016). Predict the product of the given reaction. (1) Given the reactants [N:1]1[C:10]2[C:5](=[CH:6][CH:7]=[CH:8][CH:9]=2)[CH:4]=[C:3]([CH:11]=[O:12])[CH:2]=1.[BH4-].[Na+].O, predict the reaction product. The product is: [N:1]1[C:10]2[C:5](=[CH:6][CH:7]=[CH:8][CH:9]=2)[CH:4]=[C:3]([CH2:11][OH:12])[CH:2]=1. (2) Given the reactants [F:1][C:2]1[CH:7]=[CH:6][C:5]([NH:8][C:9]([C:11]2[N:16]=[CH:15][C:14]([CH:17]([CH3:22])[C:18]([O:20]C)=[O:19])=[CH:13][CH:12]=2)=[O:10])=[CH:4][CH:3]=1.O.[OH-].[Li+], predict the reaction product. The product is: [F:1][C:2]1[CH:3]=[CH:4][C:5]([NH:8][C:9]([C:11]2[N:16]=[CH:15][C:14]([CH:17]([CH3:22])[C:18]([OH:20])=[O:19])=[CH:13][CH:12]=2)=[O:10])=[CH:6][CH:7]=1. (3) The product is: [F:14][C:11]1[CH:12]=[CH:13][C:8]2[N:9]([C:15]([CH3:16])=[C:6]([NH2:5])[N:7]=2)[CH:10]=1. Given the reactants FC(F)(F)C([NH:5][C:6]1[N:7]=[C:8]2[CH:13]=[CH:12][C:11]([F:14])=[CH:10][N:9]2[C:15]=1[CH3:16])=O.C(=O)([O-])[O-].[K+].[K+], predict the reaction product. (4) Given the reactants C(N(CC)CC)C.[CH3:8][C:9]1[C:17]([O:18][CH:19]2[CH2:24][CH2:23][CH2:22][NH:21][CH2:20]2)=[CH:16][CH:15]=[C:14]2[C:10]=1[CH:11]=[N:12][NH:13]2.[C:25](O)(=[O:27])[CH3:26].Cl.C(N=C=NCCCN(C)C)C.ON1C2C=CC=CC=2N=N1, predict the reaction product. The product is: [C:25]([N:21]1[CH2:22][CH2:23][CH2:24][CH:19]([O:18][C:17]2[C:9]([CH3:8])=[C:10]3[C:14](=[CH:15][CH:16]=2)[NH:13][N:12]=[CH:11]3)[CH2:20]1)(=[O:27])[CH3:26]. (5) Given the reactants [N:1]1[C:10]2[C:5](=[CH:6][C:7]([OH:11])=[CH:8][CH:9]=2)[C:4]([OH:12])=[N:3][CH:2]=1.[C:13](OC(=O)C)(=[O:15])[CH3:14], predict the reaction product. The product is: [C:13]([O:11][C:7]1[CH:6]=[C:5]2[C:10](=[CH:9][CH:8]=1)[N:1]=[CH:2][N:3]=[C:4]2[OH:12])(=[O:15])[CH3:14].